This data is from Merck oncology drug combination screen with 23,052 pairs across 39 cell lines. The task is: Regression. Given two drug SMILES strings and cell line genomic features, predict the synergy score measuring deviation from expected non-interaction effect. (1) Drug 1: N.N.O=C(O)C1(C(=O)O)CCC1.[Pt]. Drug 2: Cn1c(=O)n(-c2ccc(C(C)(C)C#N)cc2)c2c3cc(-c4cnc5ccccc5c4)ccc3ncc21. Cell line: SKMEL30. Synergy scores: synergy=35.0. (2) Drug 1: CCN(CC)CCNC(=O)c1c(C)[nH]c(C=C2C(=O)Nc3ccc(F)cc32)c1C. Drug 2: Cn1c(=O)n(-c2ccc(C(C)(C)C#N)cc2)c2c3cc(-c4cnc5ccccc5c4)ccc3ncc21. Cell line: RKO. Synergy scores: synergy=15.8. (3) Drug 1: CN1C(=O)C=CC2(C)C3CCC4(C)C(NC(=O)OCC(F)(F)F)CCC4C3CCC12. Drug 2: CCc1cnn2c(NCc3ccc[n+]([O-])c3)cc(N3CCCCC3CCO)nc12. Cell line: SKOV3. Synergy scores: synergy=6.70. (4) Drug 1: CN1C(=O)C=CC2(C)C3CCC4(C)C(NC(=O)OCC(F)(F)F)CCC4C3CCC12. Drug 2: C#Cc1cccc(Nc2ncnc3cc(OCCOC)c(OCCOC)cc23)c1. Cell line: SW620. Synergy scores: synergy=-4.54. (5) Drug 1: CCC1=CC2CN(C1)Cc1c([nH]c3ccccc13)C(C(=O)OC)(c1cc3c(cc1OC)N(C)C1C(O)(C(=O)OC)C(OC(C)=O)C4(CC)C=CCN5CCC31C54)C2. Drug 2: CNC(=O)c1cc(Oc2ccc(NC(=O)Nc3ccc(Cl)c(C(F)(F)F)c3)cc2)ccn1. Cell line: MSTO. Synergy scores: synergy=-12.6. (6) Drug 1: COC12C(COC(N)=O)C3=C(C(=O)C(C)=C(N)C3=O)N1CC1NC12. Drug 2: Cn1nnc2c(C(N)=O)ncn2c1=O. Cell line: A2780. Synergy scores: synergy=-1.34. (7) Drug 1: CN1C(=O)C=CC2(C)C3CCC4(C)C(NC(=O)OCC(F)(F)F)CCC4C3CCC12. Drug 2: O=C(NOCC(O)CO)c1ccc(F)c(F)c1Nc1ccc(I)cc1F. Synergy scores: synergy=-3.75. Cell line: HCT116.